Regression. Given a target protein amino acid sequence and a drug SMILES string, predict the binding affinity score between them. We predict pKd (pKd = -log10(Kd in M); higher means stronger binding). Dataset: bindingdb_kd. From a dataset of Drug-target binding data from BindingDB using Kd measurements. The compound is O=C([O-])CC1Sc2nnc(-c3ccc(F)cc3)n2N=C1c1ccccc1. The target protein (Q48481) has sequence MNNKNIMIVGAGFSGVVIARQLAEQGYTVKIIDRRDHIGGNSYDTRDPQTDVMVHVYGPHIFHTDNETVWNYVNQYAEMMPYVNRVKATVNGQVFSLPINLHTINQFFAKTCSPDEARALISEKGDSSIVEPQTFEEQALRFIGKELYEAFFKGYTIKQWGMEPSELPASILKRLPVRFNYDDNYFNHKFQGMPKLGYTRMIEAIADHENISIELQREFLPEEREDYAHVFYSGPLDAFYSYQYGRLGYRTLDFEKFTYQGDYQGCAVMNYCSIDVPYTRITEHKYFSPWESHEGSVCYKEYSRACGENDIPYYPIRQMGEMALLEKYLSLAESEKNITFVGRLGTYRYLDMDVTIAEALKTADEFLSSVANQEEMPVFTVPVR. The pKd is 4.2.